Dataset: Catalyst prediction with 721,799 reactions and 888 catalyst types from USPTO. Task: Predict which catalyst facilitates the given reaction. (1) Reactant: [C:1]([NH:4][C:5]([CH2:16][C:17]([C:19]1[CH:24]=[CH:23][C:22]([S:25][C:26]2[CH:31]=[CH:30][C:29]([C:32](=[O:35])[CH2:33]Cl)=[CH:28][CH:27]=2)=[CH:21][CH:20]=1)=[O:18])([C:11]([O:13][CH2:14][CH3:15])=[O:12])[C:6]([O:8][CH2:9][CH3:10])=[O:7])(=[O:3])[CH3:2].[C:36]([OH:39])(=[O:38])[CH3:37].CCN(CC)CC. Product: [C:1]([NH:4][C:5]([CH2:16][C:17]([C:19]1[CH:24]=[CH:23][C:22]([S:25][C:26]2[CH:31]=[CH:30][C:29]([C:32](=[O:35])[CH2:33][O:39][C:36](=[O:38])[CH3:37])=[CH:28][CH:27]=2)=[CH:21][CH:20]=1)=[O:18])([C:11]([O:13][CH2:14][CH3:15])=[O:12])[C:6]([O:8][CH2:9][CH3:10])=[O:7])(=[O:3])[CH3:2]. The catalyst class is: 23. (2) Product: [CH3:23][O:22][C:17]1[CH:16]=[C:11]([CH:10]=[C:9]([O:8][CH3:7])[C:18]=1[CH2:19][CH2:20][CH3:21])[CH2:12][OH:13]. Reactant: [H-].[H-].[H-].[H-].[Li+].[Al+3].[CH3:7][O:8][C:9]1[CH:10]=[C:11]([CH:16]=[C:17]([O:22][CH3:23])[C:18]=1[CH2:19][CH2:20][CH3:21])[C:12](OC)=[O:13]. The catalyst class is: 28.